Dataset: Peptide-MHC class I binding affinity with 185,985 pairs from IEDB/IMGT. Task: Regression. Given a peptide amino acid sequence and an MHC pseudo amino acid sequence, predict their binding affinity value. This is MHC class I binding data. The peptide sequence is SLTTIGTIA. The MHC is HLA-A02:01 with pseudo-sequence HLA-A02:01. The binding affinity (normalized) is 0.548.